From a dataset of Catalyst prediction with 721,799 reactions and 888 catalyst types from USPTO. Predict which catalyst facilitates the given reaction. (1) Reactant: C[CH:2]([NH2:8])[CH2:3][CH2:4][CH2:5][CH2:6][CH3:7].[CH:9](=O)[C:10]1[CH:15]=[CH:14][CH:13]=[CH:12][CH:11]=1.[H][H].[CH3:19]O. Product: [CH2:9]([NH:8][CH2:2][CH:3]([CH3:19])[CH2:4][CH2:5][CH2:6][CH3:7])[C:10]1[CH:15]=[CH:14][CH:13]=[CH:12][CH:11]=1. The catalyst class is: 45. (2) Reactant: CO[C:3]([C:5]1[CH:10]=[CH:9][CH:8]=[CH:7][N:6]=1)=[NH:4].[NH4+:11].[Cl-]. Product: [N:6]1[CH:7]=[CH:8][CH:9]=[CH:10][C:5]=1[C:3]([NH2:11])=[NH:4]. The catalyst class is: 88.